Task: Regression. Given a peptide amino acid sequence and an MHC pseudo amino acid sequence, predict their binding affinity value. This is MHC class I binding data.. Dataset: Peptide-MHC class I binding affinity with 185,985 pairs from IEDB/IMGT (1) The peptide sequence is FQKQNGQFI. The MHC is H-2-Kb with pseudo-sequence H-2-Kb. The binding affinity (normalized) is 0.0508. (2) The peptide sequence is RRRKGWIPL. The MHC is HLA-A26:01 with pseudo-sequence HLA-A26:01. The binding affinity (normalized) is 0.213. (3) The peptide sequence is MQWNSTTFH. The MHC is HLA-A02:06 with pseudo-sequence HLA-A02:06. The binding affinity (normalized) is 0.121. (4) The peptide sequence is YTAVVPLVF. The MHC is HLA-A29:02 with pseudo-sequence HLA-A29:02. The binding affinity (normalized) is 0.487. (5) The peptide sequence is GFEARIVDK. The MHC is HLA-A68:01 with pseudo-sequence HLA-A68:01. The binding affinity (normalized) is 0.104. (6) The peptide sequence is YQYPRDTHY. The MHC is HLA-A11:01 with pseudo-sequence HLA-A11:01. The binding affinity (normalized) is 0.0847. (7) The peptide sequence is YLLFGIKCI. The MHC is HLA-A02:01 with pseudo-sequence HLA-A02:01. The binding affinity (normalized) is 0.694.